From a dataset of Forward reaction prediction with 1.9M reactions from USPTO patents (1976-2016). Predict the product of the given reaction. (1) Given the reactants C([O:3][C:4]([C:6]1[N:7]=[C:8]([C:26]2[CH:31]=[CH:30][C:29]([Cl:32])=[CH:28][CH:27]=2)[N:9]([C:19]2[CH:24]=[CH:23][CH:22]=[CH:21][C:20]=2[Cl:25])[C:10]=1[CH2:11][CH2:12][NH:13][CH:14]1[CH2:18][CH2:17][CH2:16][CH2:15]1)=[O:5])C.[OH-].[K+], predict the reaction product. The product is: [Cl:32][C:29]1[CH:30]=[CH:31][C:26]([C:8]2[N:9]([C:19]3[CH:24]=[CH:23][CH:22]=[CH:21][C:20]=3[Cl:25])[C:10]([CH2:11][CH2:12][NH:13][CH:14]3[CH2:15][CH2:16][CH2:17][CH2:18]3)=[C:6]([C:4]([OH:5])=[O:3])[N:7]=2)=[CH:27][CH:28]=1. (2) Given the reactants [CH2:1]1[CH:6]2[CH2:7][C:8]3([NH2:11])[CH2:10][CH:4]([CH2:5]2)[CH2:3][CH:2]1[CH2:9]3.[NH:12]1[C:16]([C:17]2[O:21][C:20]([CH:22]=O)=[CH:19][CH:18]=2)=[CH:15][CH:14]=[N:13]1, predict the reaction product. The product is: [NH:12]1[C:16]([C:17]2[O:21][C:20]([CH2:22][NH:11][C:8]34[CH2:10][CH:4]5[CH2:5][CH:6]([CH2:1][CH:2]([CH2:3]5)[CH2:9]3)[CH2:7]4)=[CH:19][CH:18]=2)=[CH:15][CH:14]=[N:13]1. (3) Given the reactants [CH3:1][O:2][CH2:3][CH2:4][C:5]1[N:13]=[C:12]2[C:8]([N:9]=[CH:10][NH:11]2)=[C:7]([N:14]2[CH2:19][CH2:18][O:17][CH2:16][CH2:15]2)[N:6]=1.CN(C=O)C.[Br:25]Br, predict the reaction product. The product is: [Br:25][C:10]1[NH:11][C:12]2[C:8]([N:9]=1)=[C:7]([N:14]1[CH2:15][CH2:16][O:17][CH2:18][CH2:19]1)[N:6]=[C:5]([CH2:4][CH2:3][O:2][CH3:1])[N:13]=2. (4) Given the reactants [Br:1][C:2]1[C:11]2[C:6](=[CH:7][CH:8]=[C:9]([CH:12]([C:18]3[CH:23]=[CH:22][C:21]([Cl:24])=[CH:20][CH:19]=3)[C:13]3[S:14][CH:15]=[CH:16][N:17]=3)[CH:10]=2)[NH:5][C:4](=[O:25])[CH:3]=1.[C:26](=O)([O-])[O-].[K+].[K+].CI, predict the reaction product. The product is: [Br:1][C:2]1[C:11]2[C:6](=[CH:7][CH:8]=[C:9]([CH:12]([C:18]3[CH:23]=[CH:22][C:21]([Cl:24])=[CH:20][CH:19]=3)[C:13]3[S:14][CH:15]=[CH:16][N:17]=3)[CH:10]=2)[N:5]([CH3:26])[C:4](=[O:25])[CH:3]=1. (5) Given the reactants [F:1][C:2]1[CH:3]=[C:4]([CH:20]=[CH:21][C:22]=1[O:23][CH3:24])[CH2:5][NH:6][C:7]1[C:12]([C:13]([O:15][CH2:16][CH3:17])=[O:14])=[CH:11][N:10]=[C:9]([S:18][CH3:19])[N:8]=1.C1C=C(Cl)C=C(C(OO)=[O:33])C=1, predict the reaction product. The product is: [F:1][C:2]1[CH:3]=[C:4]([CH:20]=[CH:21][C:22]=1[O:23][CH3:24])[CH2:5][NH:6][C:7]1[C:12]([C:13]([O:15][CH2:16][CH3:17])=[O:14])=[CH:11][N:10]=[C:9]([S:18]([CH3:19])=[O:33])[N:8]=1.